This data is from Retrosynthesis with 50K atom-mapped reactions and 10 reaction types from USPTO. The task is: Predict the reactants needed to synthesize the given product. (1) Given the product COC(=O)c1ccc(Cl)c(C(=O)CC(C)=O)c1Cl, predict the reactants needed to synthesize it. The reactants are: COC(=O)c1ccc(Cl)c(C(=O)C(C(C)=O)C(=O)OC(C)(C)C)c1Cl. (2) Given the product CN1C(=O)CCN(CC2CC2)c2nc(Cl)ncc21, predict the reactants needed to synthesize it. The reactants are: CNC(=O)CCN(CC1CC1)c1nc(Cl)ncc1Br. (3) Given the product COC(=O)CCc1ccc(-c2cc(F)cc(F)c2)cc1, predict the reactants needed to synthesize it. The reactants are: COC(=O)/C=C/c1ccc(-c2cc(F)cc(F)c2)cc1. (4) Given the product CCC(OC(C)=O)OC(=O)c1cc2occc2[nH]1, predict the reactants needed to synthesize it. The reactants are: CCC(Cl)OC(C)=O.O=C(O)c1cc2occc2[nH]1. (5) The reactants are: CI.COC(=O)c1cc([N+](=O)[O-])cc(-n2nn[nH]c2=O)c1C. Given the product COC(=O)c1cc([N+](=O)[O-])cc(-n2nnn(C)c2=O)c1C, predict the reactants needed to synthesize it. (6) Given the product CCOC(=O)Cc1nnn[nH]1, predict the reactants needed to synthesize it. The reactants are: CCOC(=O)CC#N.[N-]=[N+]=[N-]. (7) Given the product COC(=O)c1sc(-c2ccc(C#N)cc2)nc1C, predict the reactants needed to synthesize it. The reactants are: COC(=O)C(Cl)C(C)=O.N#Cc1ccc(C(N)=S)cc1. (8) Given the product COc1cc2nccc(Oc3ccc(N4CCC(C(=O)O)C4=O)cc3F)c2cc1OC, predict the reactants needed to synthesize it. The reactants are: CCOC(=O)C1CCN(c2ccc(Oc3ccnc4cc(OC)c(OC)cc34)c(F)c2)C1=O. (9) Given the product COc1ccc2c(OC3CC4C(=O)NC5(C(=O)NS(=O)(=O)C6CC6)CC5C=CCCCCN(C)C(=O)C4C3)nc(-c3nc(C4CC4)cs3)cc2c1, predict the reactants needed to synthesize it. The reactants are: COc1ccc2c(OC3CC4C(=O)NC5(C(=O)O)CC5C=CCCCCN(C)C(=O)C4C3)nc(-c3nc(C4CC4)cs3)cc2c1.NS(=O)(=O)C1CC1. (10) The reactants are: CN(C)c1cc2c(cc1Sc1nc3c(N)ncnc3n1CCCN)OCO2.O=S(=O)(Cl)C1CC1. Given the product CN(C)c1cc2c(cc1Sc1nc3c(N)ncnc3n1CCCNS(=O)(=O)C1CC1)OCO2, predict the reactants needed to synthesize it.